This data is from CYP3A4 inhibition data for predicting drug metabolism from PubChem BioAssay. The task is: Regression/Classification. Given a drug SMILES string, predict its absorption, distribution, metabolism, or excretion properties. Task type varies by dataset: regression for continuous measurements (e.g., permeability, clearance, half-life) or binary classification for categorical outcomes (e.g., BBB penetration, CYP inhibition). Dataset: cyp3a4_veith. The result is 1 (inhibitor). The molecule is Clc1ccc([C@H](Cn2ccnc2)OCc2c(Cl)cccc2Cl)c(Cl)c1.